Dataset: Forward reaction prediction with 1.9M reactions from USPTO patents (1976-2016). Task: Predict the product of the given reaction. (1) Given the reactants C(N(CC)CC)C.[C:16](O[C:16]([O:18][C:19]([CH3:22])([CH3:21])[CH3:20])=[O:17])([O:18][C:19]([CH3:22])([CH3:21])[CH3:20])=[O:17].C(O)(=O)C.[CH3:27][CH:28]1[CH2:33][NH:32][CH:31]([CH2:34][C:35]([O:37][CH2:38][CH3:39])=[O:36])[CH2:30][CH2:29]1, predict the reaction product. The product is: [CH2:38]([O:37][C:35](=[O:36])[CH2:34][CH:31]1[CH2:30][CH2:29][CH:28]([CH3:27])[CH2:33][N:32]1[C:16]([O:18][C:19]([CH3:20])([CH3:21])[CH3:22])=[O:17])[CH3:39]. (2) The product is: [Br:11][C:9]1[N:10]=[C:5]([O:2][CH3:1])[C:6]([NH2:13])=[N:7][C:8]=1[Cl:12]. Given the reactants [CH3:1][O-:2].[Na+].Br[C:5]1[C:6]([NH2:13])=[N:7][C:8]([Cl:12])=[C:9]([Br:11])[N:10]=1, predict the reaction product. (3) The product is: [CH2:7]([NH:31][CH:32]1[CH2:37][CH2:36][N:35]([C:38]([C:40]2[S:41][CH:42]=[CH:43][C:44]=2[NH:45][C:46]2[CH:51]=[CH:50][N:49]=[C:48]3[NH:52][CH:53]=[CH:54][C:47]=23)=[O:39])[CH2:34][CH2:33]1)[C:6]1[CH:29]=[CH:30][CH:3]=[CH:4][CH:5]=1. Given the reactants CO[C:3]1[CH:30]=[CH:29][C:6]([CH2:7]NCCNC(C2SC=CC=2NC2C=CN=C3NC=CC=23)=O)=[CH:5][CH:4]=1.[NH2:31][CH:32]1[CH2:37][CH2:36][N:35]([C:38]([C:40]2[S:41][CH:42]=[CH:43][C:44]=2[NH:45][C:46]2[CH:51]=[CH:50][N:49]=[C:48]3[NH:52][CH:53]=[CH:54][C:47]=23)=[O:39])[CH2:34][CH2:33]1.C(=O)C1C=CC=CC=1, predict the reaction product. (4) Given the reactants [CH3:1][C:2]1[CH:8]=[C:7]([CH3:9])[CH:6]=[CH:5][C:3]=1[NH2:4].C1(CN)CCCCC1.[O:18]=[C:19]1[C:27]2([CH2:31][O:30][C:29]3[CH:32]=[C:33]4[C:37](=[CH:38][C:28]2=3)[CH2:36][CH2:35][O:34]4)[C:26]2[C:21](=[CH:22][CH:23]=[CH:24][CH:25]=2)[N:20]1[CH2:39][C:40]1[CH:48]=[CH:47][C:43]([C:44](O)=[O:45])=[CH:42][CH:41]=1.O=C1C2(COC3C=C4C(=CC2=3)CCO4)C2C(=CC=CC=2)N1CC1C=C(C=CC=1)C(O)=O, predict the reaction product. The product is: [CH3:1][C:2]1[CH:8]=[C:7]([CH3:9])[CH:6]=[CH:5][C:3]=1[NH:4][C:44](=[O:45])[C:43]1[CH:47]=[CH:48][C:40]([CH2:39][N:20]2[C:21]3[C:26](=[CH:25][CH:24]=[CH:23][CH:22]=3)[C:27]3([CH2:31][O:30][C:29]4[CH:32]=[C:33]5[C:37](=[CH:38][C:28]3=4)[CH2:36][CH2:35][O:34]5)[C:19]2=[O:18])=[CH:41][CH:42]=1. (5) Given the reactants [NH2:1][C@@H:2]1[CH2:6][CH2:5][N:4](C(OC(C)(C)C)=O)[CH2:3]1.[Cl:14][C:15]1[CH:16]=[C:17]2[C:21](=[CH:22][CH:23]=1)[NH:20][C:19]([C:24](O)=[O:25])=[CH:18]2.N, predict the reaction product. The product is: [Cl:14][C:15]1[CH:16]=[C:17]2[C:21](=[CH:22][CH:23]=1)[NH:20][C:19]([C:24]([NH:1][C@@H:2]1[CH2:6][CH2:5][NH:4][CH2:3]1)=[O:25])=[CH:18]2. (6) Given the reactants [N:1]1[C:10]2[C:5](=[CH:6][CH:7]=[CH:8][CH:9]=2)[CH:4]=[CH:3][C:2]=1[N:11]1[CH2:14][CH:13]([C:15]2[C:16]([C:21]3[CH2:26][CH2:25][N:24](C(OC(C)(C)C)=O)[CH2:23][CH:22]=3)=[N:17][CH:18]=[CH:19][N:20]=2)[CH2:12]1.C(O)(C(F)(F)F)=O, predict the reaction product. The product is: [NH:24]1[CH2:23][CH:22]=[C:21]([C:16]2[C:15]([CH:13]3[CH2:12][N:11]([C:2]4[CH:3]=[CH:4][C:5]5[C:10](=[CH:9][CH:8]=[CH:7][CH:6]=5)[N:1]=4)[CH2:14]3)=[N:20][CH:19]=[CH:18][N:17]=2)[CH2:26][CH2:25]1.